Predict the product of the given reaction. From a dataset of Forward reaction prediction with 1.9M reactions from USPTO patents (1976-2016). Given the reactants Br[C:2]1[CH:7]=[C:6]([F:8])[C:5]([O:9][CH3:10])=[CH:4][C:3]=1[F:11].[Li]CCCC.CCCCCC.CN([CH:26]=[O:27])C, predict the reaction product. The product is: [F:11][C:3]1[CH:4]=[C:5]([O:9][CH3:10])[C:6]([F:8])=[CH:7][C:2]=1[CH:26]=[O:27].